This data is from Peptide-MHC class I binding affinity with 185,985 pairs from IEDB/IMGT. The task is: Regression. Given a peptide amino acid sequence and an MHC pseudo amino acid sequence, predict their binding affinity value. This is MHC class I binding data. The MHC is HLA-A24:02 with pseudo-sequence HLA-A24:02. The binding affinity (normalized) is 0.516. The peptide sequence is AYVVIGLLF.